This data is from TCR-epitope binding with 47,182 pairs between 192 epitopes and 23,139 TCRs. The task is: Binary Classification. Given a T-cell receptor sequence (or CDR3 region) and an epitope sequence, predict whether binding occurs between them. (1) The epitope is LLLGIGILV. The TCR CDR3 sequence is CASSLALGTEAFF. Result: 1 (the TCR binds to the epitope). (2) The epitope is YFPLQSYGF. The TCR CDR3 sequence is CASSFLGHTGELFF. Result: 0 (the TCR does not bind to the epitope). (3) The epitope is TPQDLNTML. The TCR CDR3 sequence is CATREPNTGELFF. Result: 1 (the TCR binds to the epitope). (4) The epitope is SEISMDNSPNL. The TCR CDR3 sequence is CASSPVADRVYEQYF. Result: 1 (the TCR binds to the epitope). (5) The epitope is QECVRGTTVL. The TCR CDR3 sequence is CASSQSTGSSYEQYF. Result: 0 (the TCR does not bind to the epitope). (6) The epitope is VSFIEFVGW. The TCR CDR3 sequence is CASTQGASSNEQFF. Result: 0 (the TCR does not bind to the epitope).